This data is from Full USPTO retrosynthesis dataset with 1.9M reactions from patents (1976-2016). The task is: Predict the reactants needed to synthesize the given product. (1) The reactants are: [S:1]1[CH2:5][CH2:4][CH2:3][CH2:2]1.[CH2:6]([Br:15])[C:7]([C:9]1[CH:14]=[CH:13][CH:12]=[CH:11][CH:10]=1)=[O:8]. Given the product [Br-:15].[O:8]=[C:7]([C:9]1[CH:14]=[CH:13][CH:12]=[CH:11][CH:10]=1)[CH2:6][S+:1]1[CH2:5][CH2:4][CH2:3][CH2:2]1, predict the reactants needed to synthesize it. (2) The reactants are: [Cl:1][C:2]1[C:3]2[CH:10]=[CH:9][S:8][C:4]=2[N:5]=[CH:6][N:7]=1.C(O)(C)C.[CH3:15][O:16][C:17]1[CH:23]=[CH:22][C:21]([O:24][CH3:25])=[CH:20][C:18]=1[NH2:19].Cl. Given the product [ClH:1].[CH3:15][O:16][C:17]1[CH:23]=[CH:22][C:21]([O:24][CH3:25])=[CH:20][C:18]=1[NH:19][C:2]1[C:3]2[CH:10]=[CH:9][S:8][C:4]=2[N:5]=[CH:6][N:7]=1, predict the reactants needed to synthesize it.